From a dataset of Full USPTO retrosynthesis dataset with 1.9M reactions from patents (1976-2016). Predict the reactants needed to synthesize the given product. Given the product [Cl:1][C:19]1[N:14]2[CH:15]=[CH:16][CH:17]=[CH:18][C:13]2=[N:12][C:11]=1[CH2:10][Cl:9], predict the reactants needed to synthesize it. The reactants are: [Cl:1]N1C(=O)CCC1=O.[Cl:9][CH2:10][C:11]1[N:12]=[C:13]2[CH:18]=[CH:17][CH:16]=[CH:15][N:14]2[CH:19]=1.